This data is from Reaction yield outcomes from USPTO patents with 853,638 reactions. The task is: Predict the reaction yield, written as a fraction of the theoretical maximum amount of product (1.0 means a 100% yield; for example, 0.34 means a 34% yield). (1) The reactants are [CH3:1][C:2]1[CH:3]=[C:4]([CH:6]=[CH:7][CH:8]=1)[NH2:5].[Cl:9][CH2:10][C:11](Cl)=[O:12]. The catalyst is [OH-].[Na+].ClCCl. The product is [Cl:9][CH2:10][C:11]([NH:5][C:4]1[CH:6]=[CH:7][CH:8]=[C:2]([CH3:1])[CH:3]=1)=[O:12]. The yield is 0.760. (2) The yield is 0.990. The product is [NH2:9][C:8]1[CH:7]=[CH:6][C:5]([N:12]2[CH2:17][CH2:16][N:15]([C:18]([O:20][C:21]([CH3:22])([CH3:23])[CH3:24])=[O:19])[CH2:14][CH2:13]2)=[CH:4][C:3]=1[O:2][CH3:1]. The catalyst is [Pd].CCO. The reactants are [CH3:1][O:2][C:3]1[CH:4]=[C:5]([N:12]2[CH2:17][CH2:16][N:15]([C:18]([O:20][C:21]([CH3:24])([CH3:23])[CH3:22])=[O:19])[CH2:14][CH2:13]2)[CH:6]=[CH:7][C:8]=1[N+:9]([O-])=O. (3) No catalyst specified. The yield is 0.920. The reactants are [F:1][C:2]1[C:7]2[O:8][CH2:9][O:10][C:6]=2[CH:5]=[C:4]([CH2:11]O)[CH:3]=1.C([O-])(O)=O.[Na+].O=S(Cl)[Cl:20]. The product is [Cl:20][CH2:11][C:4]1[CH:3]=[C:2]([F:1])[C:7]2[O:8][CH2:9][O:10][C:6]=2[CH:5]=1. (4) The reactants are [Cl:1][C:2]1[CH:11]=[C:10]2[C:5]([C:6]([OH:18])=[C:7]([N:13]3[CH:17]=[CH:16][CH:15]=[N:14]3)[C:8](=[O:12])[NH:9]2)=[CH:4][C:3]=1I.CC1(C)C(C)(C)OB([C:28]2[CH:33]=[CH:32][C:31]([C:34]3[N:35]=[C:36]([NH:39]C(=O)C)[S:37][CH:38]=3)=[CH:30][CH:29]=2)O1.C([O-])([O-])=O.[Na+].[Na+]. The catalyst is O1CCOCC1.C1C=CC([P]([Pd]([P](C2C=CC=CC=2)(C2C=CC=CC=2)C2C=CC=CC=2)([P](C2C=CC=CC=2)(C2C=CC=CC=2)C2C=CC=CC=2)[P](C2C=CC=CC=2)(C2C=CC=CC=2)C2C=CC=CC=2)(C2C=CC=CC=2)C2C=CC=CC=2)=CC=1. The product is [ClH:1].[NH2:39][C:36]1[S:37][CH:38]=[C:34]([C:31]2[CH:32]=[CH:33][C:28]([C:3]3[CH:4]=[C:5]4[C:10](=[CH:11][C:2]=3[Cl:1])[NH:9][C:8](=[O:12])[C:7]([N:13]3[CH:17]=[CH:16][CH:15]=[N:14]3)=[C:6]4[OH:18])=[CH:29][CH:30]=2)[N:35]=1. The yield is 0.191. (5) The reactants are [CH3:1][C:2]1[CH:23]=[C:22]([N:24]2[CH:28]=[C:27]([C:29]([F:32])([F:31])[F:30])[CH:26]=[N:25]2)[CH:21]=[CH:20][C:3]=1[O:4][CH:5]([C:9]1[CH:19]=[CH:18][C:12]([C:13]([O:15]CC)=[O:14])=[CH:11][CH:10]=1)[CH2:6][CH2:7][CH3:8].O.[OH-].[Li+].CO.C1COCC1. The catalyst is O. The product is [CH3:1][C:2]1[CH:23]=[C:22]([N:24]2[CH:28]=[C:27]([C:29]([F:30])([F:32])[F:31])[CH:26]=[N:25]2)[CH:21]=[CH:20][C:3]=1[O:4][CH:5]([C:9]1[CH:19]=[CH:18][C:12]([C:13]([OH:15])=[O:14])=[CH:11][CH:10]=1)[CH2:6][CH2:7][CH3:8]. The yield is 0.990. (6) The reactants are [NH:1]1[C:9]2[C:4](=[CH:5][C:6]([O:10][C:11]3[C:20]4[C:15](=[CH:16][C:17]([O:23][CH2:24][C@@H:25]5[CH2:27][O:26]5)=[C:18]([O:21][CH3:22])[CH:19]=4)[N:14]=[CH:13][N:12]=3)=[CH:7][CH:8]=2)[CH:3]=[CH:2]1.[CH3:28][NH:29][CH3:30]. The catalyst is C1COCC1.CN(C=O)C. The product is [OH:26][C@@H:25]([CH2:27][N:29]([CH3:30])[CH3:28])[CH2:24][O:23][C:17]1[CH:16]=[C:15]2[C:20]([C:11]([O:10][C:6]3[CH:5]=[C:4]4[C:9](=[CH:8][CH:7]=3)[NH:1][CH:2]=[CH:3]4)=[N:12][CH:13]=[N:14]2)=[CH:19][C:18]=1[O:21][CH3:22]. The yield is 0.850.